From a dataset of Retrosynthesis with 50K atom-mapped reactions and 10 reaction types from USPTO. Predict the reactants needed to synthesize the given product. (1) Given the product CC(C)(C)OC(=O)N1CC[C@H](OC(=O)c2ccccc2)C1, predict the reactants needed to synthesize it. The reactants are: CC(C)(C)OC(=O)N1CC[C@H](O)C1.O=C(O)c1ccccc1. (2) Given the product OCCN(c1ccncc1F)n1ccc2ccccc21, predict the reactants needed to synthesize it. The reactants are: CCOC(=O)CN(c1ccncc1F)n1ccc2ccccc21. (3) Given the product CN1CCc2ccccc2C1(C)c1ccccc1, predict the reactants needed to synthesize it. The reactants are: CC1(c2ccccc2)NCCc2ccccc21.CI. (4) Given the product Nc1cnc(-c2ccccc2F)cn1, predict the reactants needed to synthesize it. The reactants are: Nc1cnc(Br)cn1.OB(O)c1ccccc1F. (5) The reactants are: CC1(C)CC(=O)c2c(C(F)(F)F)nn(-c3ccc(C(N)=O)c(N[C@H]4CCCC[C@@H]4OCc4ccccc4)c3)c2C1. Given the product CC1(C)CC(=O)c2c(C(F)(F)F)nn(-c3ccc(C(N)=O)c(N[C@H]4CCCC[C@@H]4O)c3)c2C1, predict the reactants needed to synthesize it. (6) Given the product CC(C)(C)OC(=O)c1cn(CC(=O)OCc2ccccc2)c2ccc(Cl)cc12, predict the reactants needed to synthesize it. The reactants are: CC(C)(C)OC(=O)c1c[nH]c2ccc(Cl)cc12.O=C(CBr)OCc1ccccc1. (7) Given the product Cc1cccc(C)c1-c1cccc(C=O)c1O, predict the reactants needed to synthesize it. The reactants are: Cc1cccc(C)c1B(O)O.O=Cc1cccc(Br)c1O. (8) Given the product CN(C)CCCN1c2ccccc2C=C(OC(F)(F)F)c2ccccc21, predict the reactants needed to synthesize it. The reactants are: CN(C)CCCCl.FC(F)(F)OC1=Cc2ccccc2Nc2ccccc21. (9) Given the product CC(C)(C)OC(=O)N1CCN(Cc2ccc3[nH]ccc3c2)CC1, predict the reactants needed to synthesize it. The reactants are: CC(C)(C)OC(=O)N1CCNCC1.O=Cc1ccc2[nH]ccc2c1. (10) Given the product CS(=O)(=O)CCN1CCN(c2ccc(N3CCNc4ccccc43)nc2)CC1, predict the reactants needed to synthesize it. The reactants are: CC(C)(C)OC(=O)N1CCN(c2ccc(N3CCN(CCS(C)(=O)=O)CC3)cn2)c2ccccc21.